Dataset: Catalyst prediction with 721,799 reactions and 888 catalyst types from USPTO. Task: Predict which catalyst facilitates the given reaction. (1) Reactant: [Cl:1][C:2]1[CH:7]=[C:6]([CH2:8][N:9]2[C:14]([O:15][C:16]3[CH:17]=[C:18]([CH:21]=[C:22]([CH3:24])[CH:23]=3)[CH:19]=O)=[C:13]([CH:25]([CH3:27])[CH3:26])[C:12](=[O:28])[NH:11][C:10]2=[O:29])[CH:5]=[C:4]([NH:30][CH2:31][C:32]2[CH:37]=[CH:36][C:35]([O:38][CH3:39])=[CH:34][CH:33]=2)[N:3]=1.[C:40]([CH2:42]P(=O)(OCC)OCC)#[N:41].CC(C)([O-])C.[K+]. Product: [Cl:1][C:2]1[CH:7]=[C:6]([CH2:8][N:9]2[C:14]([O:15][C:16]3[CH:17]=[C:18]([CH:19]=[CH:42][C:40]#[N:41])[CH:21]=[C:22]([CH3:24])[CH:23]=3)=[C:13]([CH:25]([CH3:27])[CH3:26])[C:12](=[O:28])[NH:11][C:10]2=[O:29])[CH:5]=[C:4]([NH:30][CH2:31][C:32]2[CH:33]=[CH:34][C:35]([O:38][CH3:39])=[CH:36][CH:37]=2)[N:3]=1. The catalyst class is: 721. (2) Reactant: [OH:1][CH2:2][C@@H:3]1[CH2:7][CH2:6][CH2:5][N:4]1[C:8]1[N:13]=[C:12]([NH:14][CH2:15][C:16]2[CH:21]=[CH:20][C:19]([O:22][CH3:23])=[C:18]([Cl:24])[CH:17]=2)[C:11]([C:25](=[O:28])[CH:26]=[CH2:27])=[CH:10][N:9]=1.[NH:29]1[CH2:34][CH2:33][O:32][CH2:31][CH2:30]1. Product: [OH:1][CH2:2][C@@H:3]1[CH2:7][CH2:6][CH2:5][N:4]1[C:8]1[N:13]=[C:12]([NH:14][CH2:15][C:16]2[CH:21]=[CH:20][C:19]([O:22][CH3:23])=[C:18]([Cl:24])[CH:17]=2)[C:11]([C:25]([CH2:26][CH2:27][N:29]2[CH2:34][CH2:33][O:32][CH2:31][CH2:30]2)=[O:28])=[CH:10][N:9]=1. The catalyst class is: 8. (3) Product: [CH3:1][O:2][C:3]1[CH:4]=[C:5]([CH:26]=[CH:27][C:28]=1[O:29][CH3:30])[O:6][CH2:7][C:8]1[S:40][C:11]([C@@H:13]2[CH2:17][CH2:16][CH2:15][N:14]2[C:18]([O:20][C:21]([CH3:24])([CH3:23])[CH3:22])=[O:19])=[N:10][CH:9]=1. Reactant: [CH3:1][O:2][C:3]1[CH:4]=[C:5]([CH:26]=[CH:27][C:28]=1[O:29][CH3:30])[O:6][CH2:7][C:8](=O)[CH2:9][NH:10][C:11]([C@@H:13]1[CH2:17][CH2:16][CH2:15][N:14]1[C:18]([O:20][C:21]([CH3:24])([CH3:23])[CH3:22])=[O:19])=O.COC1C=CC(P2(SP(C3C=CC(OC)=CC=3)(=S)S2)=[S:40])=CC=1. The catalyst class is: 11. (4) Reactant: C(N([CH2:6][CH3:7])CC)C.[C:8](OC(=O)C)(=[O:10])[CH3:9].[NH2:15][C@:16]([CH3:28])([CH2:19][CH2:20][C:21]1[N:22]([CH2:26][CH3:27])[CH:23]=[CH:24][CH:25]=1)[CH2:17][OH:18].[OH2:29]. Product: [C:8]([O:18][CH2:17][C@@:16]([NH:15][C:6](=[O:29])[CH3:7])([CH3:28])[CH2:19][CH2:20][C:21]1[N:22]([CH2:26][CH3:27])[CH:23]=[CH:24][CH:25]=1)(=[O:10])[CH3:9]. The catalyst class is: 143. (5) Reactant: [C:1]([N:4]1[C:13]2[C:8](=[CH:9][C:10]([C:14]([O:16][CH2:17][CH3:18])=[O:15])=[CH:11][CH:12]=2)[C@H:7]([NH:19]C(OCC2C=CC=CC=2)=O)[C@@H:6]([CH3:30])[C@@H:5]1[CH3:31])(=[O:3])[CH3:2]. Product: [C:1]([N:4]1[C:13]2[C:8](=[CH:9][C:10]([C:14]([O:16][CH2:17][CH3:18])=[O:15])=[CH:11][CH:12]=2)[C@H:7]([NH2:19])[C@@H:6]([CH3:30])[C@@H:5]1[CH3:31])(=[O:3])[CH3:2]. The catalyst class is: 63. (6) Reactant: C(=O)([O-])[O-].[K+].[K+].Br[CH2:8][CH2:9][CH2:10][OH:11].[Br:12][C:13]1[CH:18]=[CH:17][C:16]([OH:19])=[CH:15][CH:14]=1.[Cl-].[NH4+]. Product: [Br:12][C:13]1[CH:18]=[CH:17][C:16]([O:19][CH2:8][CH2:9][CH2:10][OH:11])=[CH:15][CH:14]=1. The catalyst class is: 35. (7) Reactant: [CH:1]([CH:3]1[CH2:8][CH2:7][N:6]([C:9]([O:11][C:12]([CH3:15])([CH3:14])[CH3:13])=[O:10])[CH2:5][CH2:4]1)=O.[CH3:16][N:17]([CH3:21])[CH2:18][CH2:19][NH2:20].C(O[BH-](OC(=O)C)OC(=O)C)(=O)C.[Na+].C(=O)([O-])O.[Na+].C(=O)([O-])[O-].[K+].[K+]. Product: [CH3:16][N:17]([CH3:21])[CH2:18][CH2:19][NH:20][CH2:1][CH:3]1[CH2:8][CH2:7][N:6]([C:9]([O:11][C:12]([CH3:15])([CH3:14])[CH3:13])=[O:10])[CH2:5][CH2:4]1. The catalyst class is: 845.